Task: Predict which catalyst facilitates the given reaction.. Dataset: Catalyst prediction with 721,799 reactions and 888 catalyst types from USPTO (1) Reactant: [CH2:1]([O:3][C:4](=[O:14])[C:5]([CH:12]=O)([CH3:11])[CH2:6][CH2:7][CH:8]([CH3:10])[CH3:9])[CH3:2].[F:15][C:16]1[CH:23]=[CH:22][C:19]([CH2:20][NH2:21])=[CH:18][CH:17]=1.C(O)(=O)C.C([BH3-])#N.[Na+]. Product: [CH2:1]([O:3][C:4](=[O:14])[C:5]([CH2:12][NH:21][CH2:20][C:19]1[CH:22]=[CH:23][C:16]([F:15])=[CH:17][CH:18]=1)([CH3:11])[CH2:6][CH2:7][CH:8]([CH3:10])[CH3:9])[CH3:2]. The catalyst class is: 8. (2) Reactant: [F:1][C:2]1[C:21]([F:22])=[CH:20][CH:19]=[CH:18][C:3]=1[CH2:4][N:5]1[C:9]2=[N:10][C:11]([CH3:14])=[N:12][CH:13]=[C:8]2[C:7]([C:15](=[NH:17])[NH2:16])=[N:6]1.[C:23]([CH:25]([C:33]#[N:34])[C:26]([CH3:32])([CH3:31])[C:27](OC)=[O:28])#[N:24].CC(C)([O-])C.[K+].O. Product: [NH2:24][C:23]1[C:25]2[C:26]([CH3:32])([CH3:31])[C:27](=[O:28])[NH:34][C:33]=2[N:17]=[C:15]([C:7]2[C:8]3[C:9](=[N:10][C:11]([CH3:14])=[N:12][CH:13]=3)[N:5]([CH2:4][C:3]3[CH:18]=[CH:19][CH:20]=[C:21]([F:22])[C:2]=3[F:1])[N:6]=2)[N:16]=1. The catalyst class is: 107. (3) Product: [OH:21][CH:18]([C:15]1[CH:16]=[CH:17][C:10]2[CH:9]=[CH:8][C:5]3=[N:6][CH:7]=[C:2]([C:26]4[CH:25]=[N:24][N:23]([CH3:22])[CH:27]=4)[CH:3]=[C:4]3[C:12](=[O:13])[C:11]=2[CH:14]=1)[CH2:19][OH:20]. Reactant: Cl[C:2]1[CH:3]=[C:4]2[C:12](=[O:13])[C:11]3[CH:14]=[C:15]([CH:18]([OH:21])[CH2:19][OH:20])[CH:16]=[CH:17][C:10]=3[CH:9]=[CH:8][C:5]2=[N:6][CH:7]=1.[CH3:22][N:23]1[CH:27]=[C:26](B2OC(C)(C)C(C)(C)O2)[CH:25]=[N:24]1.[F-].[K+]. The catalyst class is: 110. (4) Reactant: Cl[C:2]1[CH:3]=[CH:4][C:5]2[C:6]3[C:14]([NH:15][CH:16]([CH:20]4[CH2:22][CH2:21]4)[CH:17]4[CH2:19][CH2:18]4)=[N:13][CH:12]=[C:11]([C:23]([NH2:25])=[O:24])[C:7]=3[NH:8][C:9]=2[CH:10]=1.[B:26]1([B:26]2[O:30][C:29]([CH3:32])([CH3:31])[C:28]([CH3:34])([CH3:33])[O:27]2)[O:30][C:29]([CH3:32])([CH3:31])[C:28]([CH3:34])([CH3:33])[O:27]1.C1(P(C2CCCCC2)C2CCCCC2)CCCCC1.C([O-])(=O)C.[K+]. Product: [CH:17]1([CH:16]([NH:15][C:14]2[C:6]3[C:5]4[CH:4]=[CH:3][C:2]([B:26]5[O:30][C:29]([CH3:32])([CH3:31])[C:28]([CH3:34])([CH3:33])[O:27]5)=[CH:10][C:9]=4[NH:8][C:7]=3[C:11]([C:23]([NH2:25])=[O:24])=[CH:12][N:13]=2)[CH:20]2[CH2:22][CH2:21]2)[CH2:19][CH2:18]1. The catalyst class is: 62.